Dataset: Forward reaction prediction with 1.9M reactions from USPTO patents (1976-2016). Task: Predict the product of the given reaction. (1) Given the reactants S(O)(O)(=O)=O.[NH2:6][C:7]1[N:16]=[C:15]2[C:10]([CH:11]=[CH:12][C:13](=[O:17])[NH:14]2)=[CH:9][CH:8]=1.[OH-].[Na+], predict the reaction product. The product is: [NH2:6][C:7]1[N:16]=[C:15]2[C:10]([CH:11]=[CH:12][C:13](=[O:17])[NH:14]2)=[CH:9][CH:8]=1. (2) Given the reactants C(O)(C(F)(F)F)=O.[NH2:8][C:9]1[N:14]=[CH:13][C:12]([C:15]2[CH:16]=[N:17][N:18]([C@H:20]3[CH2:24][N:23](C(OC(C)(C)C)=O)[C@H:22]([C:32](=[O:35])[NH:33][CH3:34])[CH2:21]3)[CH:19]=2)=[CH:11][C:10]=1[C:36]1[O:37][C:38]2[CH:44]=[CH:43][CH:42]=[CH:41][C:39]=2[N:40]=1, predict the reaction product. The product is: [NH2:8][C:9]1[N:14]=[CH:13][C:12]([C:15]2[CH:16]=[N:17][N:18]([C@H:20]3[CH2:24][NH:23][C@H:22]([C:32]([NH:33][CH3:34])=[O:35])[CH2:21]3)[CH:19]=2)=[CH:11][C:10]=1[C:36]1[O:37][C:38]2[CH:44]=[CH:43][CH:42]=[CH:41][C:39]=2[N:40]=1. (3) The product is: [I:1][C:2]1[C:10]2[C:5](=[CH:6][CH:7]=[C:8]([C:11]3[O:12][C:39](=[O:40])[NH:14][N:13]=3)[CH:9]=2)[N:4]([S:15]([C:18]2[CH:24]=[CH:23][C:21]([CH3:22])=[CH:20][CH:19]=2)(=[O:16])=[O:17])[CH:3]=1. Given the reactants [I:1][C:2]1[C:10]2[C:5](=[CH:6][CH:7]=[C:8]([C:11]([NH:13][NH2:14])=[O:12])[CH:9]=2)[N:4]([S:15]([C:18]2[CH:24]=[CH:23][C:21]([CH3:22])=[CH:20][CH:19]=2)(=[O:17])=[O:16])[CH:3]=1.C(N(C(C)C)C(C)C)C.C1N=CN([C:39](N2C=NC=C2)=[O:40])C=1, predict the reaction product. (4) Given the reactants [Cl:1][C:2]1[C:3]([CH2:31]OS(C)(=O)=O)=[C:4]([C:27]([F:30])([F:29])[F:28])[CH:5]=[C:6]2[C:11]=1[NH:10][C:9](=[O:12])[N:8]([CH2:13][C:14]1[CH:19]=[C:18]([Cl:20])[CH:17]=[CH:16][C:15]=1[S:21]([CH2:24][CH3:25])(=[O:23])=[O:22])[C:7]2=[O:26].[C:37]([O:41][C:42]([C@@H:44]1[CH2:48][CH2:47][CH2:46][NH:45]1)=[O:43])([CH3:40])([CH3:39])[CH3:38], predict the reaction product. The product is: [C:37]([O:41][C:42]([C@@H:44]1[CH2:48][CH2:47][CH2:46][N:45]1[CH2:31][C:3]1[C:2]([Cl:1])=[C:11]2[C:6]([C:7](=[O:26])[N:8]([CH2:13][C:14]3[CH:19]=[C:18]([Cl:20])[CH:17]=[CH:16][C:15]=3[S:21]([CH2:24][CH3:25])(=[O:22])=[O:23])[C:9](=[O:12])[NH:10]2)=[CH:5][C:4]=1[C:27]([F:28])([F:29])[F:30])=[O:43])([CH3:40])([CH3:38])[CH3:39]. (5) Given the reactants CN(C(ON1N=NC2C=CC=NC1=2)=[N+](C)C)C.F[P-](F)(F)(F)(F)F.Cl.[NH2:26][CH:27]([C:33](=[O:35])[CH3:34])[C:28]([O:30][CH2:31][CH3:32])=[O:29].[C:36](O)(=[O:39])[CH2:37][CH3:38].CN1CCOCC1, predict the reaction product. The product is: [O:35]=[C:33]([CH3:34])[CH:27]([NH:26][C:36](=[O:39])[CH2:37][CH3:38])[C:28]([O:30][CH2:31][CH3:32])=[O:29]. (6) Given the reactants [CH3:1][N:2]([CH3:27])[C:3]([C:5]1[C:15]([CH2:16][CH2:17][C:18](=[O:25])[C:19]2[CH:24]=[CH:23][CH:22]=[CH:21][CH:20]=2)=[C:14]([OH:26])[C:8]2[N:9]=[C:10]([CH3:13])[N:11]([CH3:12])[C:7]=2[CH:6]=1)=[O:4].[BH4-].[Na+].[Cl-].[NH4+], predict the reaction product. The product is: [CH3:27][N:2]([CH3:1])[C:3]([C:5]1[C:15]([CH2:16][CH2:17][CH:18]([OH:25])[C:19]2[CH:24]=[CH:23][CH:22]=[CH:21][CH:20]=2)=[C:14]([OH:26])[C:8]2[N:9]=[C:10]([CH3:13])[N:11]([CH3:12])[C:7]=2[CH:6]=1)=[O:4]. (7) The product is: [NH2:25][CH2:24][C:21]1[N:20]=[N:19][C:18]([O:17][C:13]2[CH:14]=[C:15]([CH3:16])[C:7]3[CH:6]([CH2:5][C:4]([OH:26])=[O:3])[O:10][B:9]([OH:11])[C:8]=3[CH:12]=2)=[CH:23][CH:22]=1. Given the reactants C([O:3][C:4](=[O:26])[CH2:5][CH:6]1[O:10][B:9]([OH:11])[C:8]2[CH:12]=[C:13]([O:17][C:18]3[N:19]=[N:20][C:21]([CH2:24][NH2:25])=[CH:22][CH:23]=3)[CH:14]=[C:15]([CH3:16])[C:7]1=2)C.[Li+].[OH-].Cl, predict the reaction product. (8) The product is: [SH:3][CH2:4][CH2:5][CH:6]([CH2:7][CH2:8][C:9]([OH:11])=[O:10])[C:2]([OH:1])=[O:14]. Given the reactants [O:1]=[C:2]1[CH:6]([CH2:7][CH2:8][C:9]([O:11]CC)=[O:10])[CH2:5][CH2:4][S:3]1.[OH-:14].[Na+], predict the reaction product. (9) Given the reactants Cl[C:2]1[CH:3]=[C:4]([C:14]([NH:16][CH2:17][C:18]2[C:19](=[O:26])[NH:20][C:21]([CH3:25])=[CH:22][C:23]=2[CH3:24])=[O:15])[C:5]2[CH:10]=[N:9][N:8]([CH:11]([CH3:13])[CH3:12])[C:6]=2[N:7]=1.[NH2:27][CH2:28][CH2:29][N:30]([CH3:32])[CH3:31], predict the reaction product. The product is: [CH3:31][N:30]([CH3:32])[CH2:29][CH2:28][NH:27][C:2]1[CH:3]=[C:4]([C:14]([NH:16][CH2:17][C:18]2[C:19](=[O:26])[NH:20][C:21]([CH3:25])=[CH:22][C:23]=2[CH3:24])=[O:15])[C:5]2[CH:10]=[N:9][N:8]([CH:11]([CH3:13])[CH3:12])[C:6]=2[N:7]=1. (10) Given the reactants Cl[S:2]([C:5]1[CH:14]=[CH:13][C:8]([C:9]([O:11][CH3:12])=[O:10])=[CH:7][CH:6]=1)(=[O:4])=[O:3].[S:15]1[CH:19]=[CH:18][CH:17]=[C:16]1[CH2:20][NH2:21], predict the reaction product. The product is: [S:15]1[CH:19]=[CH:18][CH:17]=[C:16]1[CH2:20][NH:21][S:2]([C:5]1[CH:14]=[CH:13][C:8]([C:9]([O:11][CH3:12])=[O:10])=[CH:7][CH:6]=1)(=[O:4])=[O:3].